This data is from Catalyst prediction with 721,799 reactions and 888 catalyst types from USPTO. The task is: Predict which catalyst facilitates the given reaction. Reactant: [CH2:1]([O:8][CH2:9][CH2:10][CH:11]([C:32]1[CH:37]=[CH:36][C:35]([Cl:38])=[CH:34][CH:33]=1)[C:12]([C:20]1[CH:25]=[CH:24][C:23]([O:26][CH2:27][CH2:28][N:29]([CH3:31])[CH3:30])=[CH:22][CH:21]=1)([C:14]1[CH:19]=[CH:18][CH:17]=[CH:16][CH:15]=1)O)[C:2]1[CH:7]=[CH:6][CH:5]=[CH:4][CH:3]=1.Cl. Product: [CH2:1]([O:8][CH2:9][CH2:10][C:11]([C:32]1[CH:37]=[CH:36][C:35]([Cl:38])=[CH:34][CH:33]=1)=[C:12]([C:20]1[CH:21]=[CH:22][C:23]([O:26][CH2:27][CH2:28][N:29]([CH3:30])[CH3:31])=[CH:24][CH:25]=1)[C:14]1[CH:19]=[CH:18][CH:17]=[CH:16][CH:15]=1)[C:2]1[CH:3]=[CH:4][CH:5]=[CH:6][CH:7]=1. The catalyst class is: 5.